This data is from Full USPTO retrosynthesis dataset with 1.9M reactions from patents (1976-2016). The task is: Predict the reactants needed to synthesize the given product. (1) Given the product [CH3:11][N:8]1[C:9]2[C:5](=[CH:4][CH:3]=[C:2]([N:34]3[CH2:35][CH2:36][N:31]([CH2:23][CH2:24][C:25]4[CH:26]=[CH:27][CH:28]=[CH:29][CH:30]=4)[CH2:32][C:33]3=[O:37])[CH:10]=2)[C:6]2[CH2:15][CH2:14][N:13]([C:16]([O:18][C:19]([CH3:22])([CH3:21])[CH3:20])=[O:17])[CH2:12][C:7]1=2, predict the reactants needed to synthesize it. The reactants are: Br[C:2]1[CH:10]=[C:9]2[C:5]([C:6]3[CH2:15][CH2:14][N:13]([C:16]([O:18][C:19]([CH3:22])([CH3:21])[CH3:20])=[O:17])[CH2:12][C:7]=3[N:8]2[CH3:11])=[CH:4][CH:3]=1.[CH2:23]([N:31]1[CH2:36][CH2:35][NH:34][C:33](=[O:37])[CH2:32]1)[CH2:24][C:25]1[CH:30]=[CH:29][CH:28]=[CH:27][CH:26]=1.CN[C@@H]1CCCC[C@H]1NC.C([O-])([O-])=O.[Cs+].[Cs+]. (2) Given the product [O:8]=[C:5]1[NH:4][C:3](=[O:9])[C:2]([S:10][CH2:11][C:12]([O:14][CH2:15][CH3:16])=[O:13])=[CH:7][NH:6]1, predict the reactants needed to synthesize it. The reactants are: Br[C:2]1[C:3](=[O:9])[NH:4][C:5](=[O:8])[NH:6][CH:7]=1.[SH:10][CH2:11][C:12]([O:14][CH2:15][CH3:16])=[O:13].C(=O)([O-])[O-].[K+].[K+]. (3) Given the product [CH3:1][N:2]([CH2:3][CH2:4][CH3:5])[S:44]([C:40]1[CH:41]=[CH:42][CH:43]=[C:38]([C:34]2[CH:33]=[C:32]([C:18]3[N:17]=[C:16]([C:15]([F:14])([F:48])[F:49])[CH:21]=[C:20]([C:22]4[CH:27]=[CH:26][C:25]([C:28]([F:31])([F:29])[F:30])=[CH:24][CH:23]=4)[N:19]=3)[CH:37]=[CH:36][N:35]=2)[CH:39]=1)(=[O:45])=[O:46], predict the reactants needed to synthesize it. The reactants are: [CH3:1][NH:2][CH2:3][CH2:4][CH3:5].C(N(CC)CC)C.Cl.[F:14][C:15]([F:49])([F:48])[C:16]1[CH:21]=[C:20]([C:22]2[CH:27]=[CH:26][C:25]([C:28]([F:31])([F:30])[F:29])=[CH:24][CH:23]=2)[N:19]=[C:18]([C:32]2[CH:37]=[CH:36][N:35]=[C:34]([C:38]3[CH:39]=[C:40]([S:44](Cl)(=[O:46])=[O:45])[CH:41]=[CH:42][CH:43]=3)[CH:33]=2)[N:17]=1. (4) Given the product [F:8][C:9]([F:16])([F:15])[C:10]([N:1]=[C:2]1[CH:7]=[CH:6][CH:5]=[CH:4][NH:3]1)=[O:11], predict the reactants needed to synthesize it. The reactants are: [NH2:1][C:2]1[CH:7]=[CH:6][CH:5]=[CH:4][N:3]=1.[F:8][C:9]([F:16])([F:15])[C:10](OCC)=[O:11].C(OCC)(=O)C.O. (5) Given the product [CH3:1][S:2]([C:5]1[CH:14]=[CH:13][C:8]([C:9]([OH:11])=[O:10])=[C:7]([CH2:15][S:16][CH3:17])[C:6]=1[F:18])(=[O:3])=[O:4], predict the reactants needed to synthesize it. The reactants are: [CH3:1][S:2]([C:5]1[CH:14]=[CH:13][C:8]([C:9]([O:11]C)=[O:10])=[C:7]([CH2:15][S:16][CH3:17])[C:6]=1[F:18])(=[O:4])=[O:3].[OH-].[Na+]. (6) Given the product [Br:1][C:2]1[CH:7]=[CH:6][CH:5]=[C:4]([CH:8]2[CH2:9][CH:10]([CH2:12][CH2:13][O:14][CH3:17])[CH2:11]2)[CH:3]=1, predict the reactants needed to synthesize it. The reactants are: [Br:1][C:2]1[CH:3]=[C:4]([CH:8]2[CH2:11][CH:10]([CH2:12][CH2:13][OH:14])[CH2:9]2)[CH:5]=[CH:6][CH:7]=1.[OH-].[Na+].[CH3:17]OS(OC)(=O)=O. (7) The reactants are: [CH3:1][N:2]([CH3:14])[CH2:3][C:4]1[CH:9]=[C:8]([CH3:10])[C:7]([OH:11])=[C:6]([O:12][CH3:13])[CH:5]=1.[CH3:15][I:16]. Given the product [I-:16].[CH3:14][N+:2]([CH3:15])([CH3:1])[CH2:3][C:4]1[CH:9]=[C:8]([CH3:10])[C:7]([OH:11])=[C:6]([O:12][CH3:13])[CH:5]=1, predict the reactants needed to synthesize it. (8) Given the product [CH3:43][O:42][C:39]1[CH:40]=[CH:41][C:25]([C:23](=[O:24])[C:22]2[CH:21]=[CH:20][C:19]([O:18][CH2:2][C:3]3[N:7]=[C:6]([C:8]4[CH:13]=[CH:12][C:11]([C:14]([F:17])([F:16])[F:15])=[CH:10][CH:9]=4)[O:5][N:4]=3)=[CH:45][CH:44]=2)=[C:26]([CH:38]=1)[O:27][C:28]([CH3:37])([CH3:36])[C:29]([OH:31])=[O:30], predict the reactants needed to synthesize it. The reactants are: Cl[CH2:2][C:3]1[N:7]=[C:6]([C:8]2[CH:13]=[CH:12][C:11]([C:14]([F:17])([F:16])[F:15])=[CH:10][CH:9]=2)[O:5][N:4]=1.[OH:18][C:19]1[CH:45]=[CH:44][C:22]([C:23]([C:25]2[CH:41]=[CH:40][C:39]([O:42][CH3:43])=[CH:38][C:26]=2[O:27][C:28]([CH3:37])([CH3:36])[C:29]([O:31]C(C)(C)C)=[O:30])=[O:24])=[CH:21][CH:20]=1.C(=O)([O-])[O-].[K+].[K+].CN(C)C=O.